From a dataset of Full USPTO retrosynthesis dataset with 1.9M reactions from patents (1976-2016). Predict the reactants needed to synthesize the given product. (1) Given the product [OH:3][CH2:4][CH2:5][CH2:6][CH2:7][O:8][C:9]1[CH:14]=[CH:13][C:12]([C:15]2[CH:20]=[CH:19][C:18]([C:21]([OH:23])=[O:22])=[CH:17][CH:16]=2)=[CH:11][C:10]=1[C:26]1[CH:35]=[CH:34][C:33]2[C:32]([CH3:37])([CH3:36])[CH2:31][CH2:30][C:29]([CH3:39])([CH3:38])[C:28]=2[CH:27]=1, predict the reactants needed to synthesize it. The reactants are: [OH-].[Na+].[OH:3][CH2:4][CH2:5][CH2:6][CH2:7][O:8][C:9]1[CH:14]=[CH:13][C:12]([C:15]2[CH:20]=[CH:19][C:18]([C:21]([O:23]CC)=[O:22])=[CH:17][CH:16]=2)=[CH:11][C:10]=1[C:26]1[CH:35]=[CH:34][C:33]2[C:32]([CH3:37])([CH3:36])[CH2:31][CH2:30][C:29]([CH3:39])([CH3:38])[C:28]=2[CH:27]=1.Cl. (2) Given the product [C:55]([C:2]1[C:7]2[S:8][CH2:9][C:10]3[C:14]([C:15]([O:17][CH2:18][CH3:19])=[O:16])=[N:13][N:12]([C:20]4[CH:25]=[CH:24][CH:23]=[CH:22][CH:21]=4)[C:11]=3[C:6]=2[CH:5]=[CH:4][CH:3]=1)#[N:56], predict the reactants needed to synthesize it. The reactants are: Br[C:2]1[C:7]2[S:8][CH2:9][C:10]3[C:14]([C:15]([O:17][CH2:18][CH3:19])=[O:16])=[N:13][N:12]([C:20]4[CH:25]=[CH:24][CH:23]=[CH:22][CH:21]=4)[C:11]=3[C:6]=2[CH:5]=[CH:4][CH:3]=1.COC1C=CC=C(OC)C=1C1C=CC=CC=1P(C1CCCCC1)C1CCCCC1.[CH3:55][N:56](C=O)C.O. (3) Given the product [P:32]([O:44][CH2:45][C@H:46]1[S:50][C@@H:49]([N:51]2[CH:58]=[CH:57][C:55](=[O:56])[NH:54][C:52]2=[O:53])[CH2:48][C@@H:47]1[OH:60])([O:35][P:36]([O:39][P:40]([OH:42])([OH:43])=[O:41])([OH:38])=[O:37])(=[O:33])[OH:34], predict the reactants needed to synthesize it. The reactants are: C(O[C@@H]1[C@@H](CO)S[C@@H](N2C=CC(=O)NC2=O)C1)(=O)C.P(Cl)([O-])OCC1C(=CC=CC=1)O.[P:32]([O:44][CH2:45][C@H:46]1[S:50][C@@H:49]([N:51]2[CH:58]=[CH:57][C:55](=[O:56])[NH:54][C:52]2=[O:53])[C@H:48](O)[C@@H:47]1[OH:60])([O:35][P:36]([O:39][P:40]([OH:43])([OH:42])=[O:41])([OH:38])=[O:37])(=[O:34])[OH:33]. (4) Given the product [CH3:1][N:2]1[CH2:15][CH2:14][C:5]2[N:6]([CH2:25][NH:24][C:18]3[CH:23]=[CH:22][CH:21]=[CH:20][CH:19]=3)[C:7]3[CH:8]=[CH:9][C:10]([CH3:13])=[CH:11][C:12]=3[C:4]=2[CH2:3]1, predict the reactants needed to synthesize it. The reactants are: [CH3:1][N:2]1[CH2:15][CH2:14][C:5]2[NH:6][C:7]3[CH:8]=[CH:9][C:10]([CH3:13])=[CH:11][C:12]=3[C:4]=2[CH2:3]1.[OH-].[K+].[C:18]1([NH2:24])[CH:23]=[CH:22][CH:21]=[CH:20][CH:19]=1.[CH2:25](Cl)Cl. (5) Given the product [CH2:1]([O:8][NH:9][C:10](=[O:19])[CH2:11][CH2:12][CH2:13][CH2:14][CH2:15][CH2:16][CH2:17][O:20][C:21]1[C:33]2[C:32]3[C:27](=[CH:28][CH:29]=[CH:30][CH:31]=3)[NH:26][C:25]=2[CH:24]=[CH:23][CH:22]=1)[C:2]1[CH:7]=[CH:6][CH:5]=[CH:4][CH:3]=1, predict the reactants needed to synthesize it. The reactants are: [CH2:1]([O:8][NH:9][C:10](=[O:19])[CH2:11][CH2:12][CH2:13][CH2:14][CH2:15][CH2:16][CH2:17]Br)[C:2]1[CH:7]=[CH:6][CH:5]=[CH:4][CH:3]=1.[OH:20][C:21]1[C:33]2[C:32]3[C:27](=[CH:28][CH:29]=[CH:30][CH:31]=3)[NH:26][C:25]=2[CH:24]=[CH:23][CH:22]=1.C(=O)([O-])[O-].[K+].[K+]. (6) Given the product [CH:35]1([CH2:34][CH2:33][N:12]2[C:13](=[O:32])[C:14]([C:15]3[NH:20][C:19]4[CH:21]=[CH:22][C:23]([NH:25][S:26]([CH3:29])(=[O:27])=[O:28])=[CH:24][C:18]=4[S:17](=[O:30])(=[O:31])[N:16]=3)=[C:4]([OH:3])[C@H:6]3[C@@H:11]2[C@H:10]2[CH2:38][C@@H:7]3[CH2:8][CH2:9]2)[CH2:36][CH2:37]1, predict the reactants needed to synthesize it. The reactants are: C([O:3][C:4]([C@H:6]1[C@@H:11]([N:12]([CH2:33][CH2:34][CH:35]2[CH2:37][CH2:36]2)[C:13](=[O:32])[CH2:14][C:15]2[NH:20][C:19]3[CH:21]=[CH:22][C:23]([NH:25][S:26]([CH3:29])(=[O:28])=[O:27])=[CH:24][C:18]=3[S:17](=[O:31])(=[O:30])[N:16]=2)[C@H:10]2[CH2:38][C@@H:7]1[CH2:8][CH2:9]2)=O)C.[O-]CC.[Na+].Cl.